Dataset: Forward reaction prediction with 1.9M reactions from USPTO patents (1976-2016). Task: Predict the product of the given reaction. Given the reactants [N+:1]([C:4]1[CH:13]=[CH:12][CH:11]=[C:10]2[C:5]=1[CH:6]=[CH:7][C:8](Cl)=[N:9]2)([O-])=O.[NH2:15][C@H:16]1[C:24]2[C:19](=[CH:20][CH:21]=[CH:22][CH:23]=2)[CH2:18][CH2:17]1.[CH3:25][N:26]1[CH:30]=[C:29]([S:31](Cl)(=[O:33])=[O:32])[N:28]=[CH:27]1, predict the reaction product. The product is: [C@H:16]1([NH:15][C:8]2[CH:7]=[CH:6][C:5]3[C:10](=[CH:11][CH:12]=[CH:13][C:4]=3[NH:1][S:31]([C:29]3[N:28]=[CH:27][N:26]([CH3:25])[CH:30]=3)(=[O:33])=[O:32])[N:9]=2)[C:24]2[C:19](=[CH:20][CH:21]=[CH:22][CH:23]=2)[CH2:18][CH2:17]1.